Dataset: Reaction yield outcomes from USPTO patents with 853,638 reactions. Task: Predict the reaction yield, written as a fraction of the theoretical maximum amount of product (1.0 means a 100% yield; for example, 0.34 means a 34% yield). (1) The reactants are [NH2:1][C:2]1[CH:3]=[C:4]([C:9]2[CH:15]=[CH:14][C:12]([NH2:13])=[C:11]([NH2:16])[CH:10]=2)[CH:5]=[CH:6][C:7]=1[NH2:8].O.C1(C)C=CC(S(O)(=O)=O)=CC=1. The catalyst is CC(C)=O. The product is [C:2](=[NH:1])([CH3:3])[CH3:7].[C:2](=[NH:1])([CH3:3])[CH3:7].[C:2](=[NH:1])([CH3:3])[CH3:7].[C:2](=[NH:1])([CH3:3])[CH3:7].[NH2:1][C:2]1[CH:3]=[C:4]([C:9]2[CH:15]=[CH:14][C:12]([NH2:13])=[C:11]([NH2:16])[CH:10]=2)[CH:5]=[CH:6][C:7]=1[NH2:8]. The yield is 0.760. (2) The reactants are Br[C:2]1[CH:3]=[C:4]([CH:8]=[C:9]([N+:11]([O-:13])=[O:12])[CH:10]=1)[C:5]([OH:7])=[O:6].C(=O)([O-])[O-].[Cs+].[Cs+].[NH:20]1[CH2:25][CH2:24][O:23][CH2:22][CH2:21]1. The catalyst is O1CCOCC1.[Pd].[Pd].C(=CC(C=CC1C=CC=CC=1)=O)C1C=CC=CC=1.C(=CC(C=CC1C=CC=CC=1)=O)C1C=CC=CC=1.C(=CC(C=CC1C=CC=CC=1)=O)C1C=CC=CC=1.CC1(C)C2C(=C(P(C3C=CC=CC=3)C3C=CC=CC=3)C=CC=2)OC2C(P(C3C=CC=CC=3)C3C=CC=CC=3)=CC=CC1=2. The product is [O:23]1[CH2:24][CH2:25][N:20]([C:2]2[CH:3]=[C:4]([CH:8]=[C:9]([N+:11]([O-:13])=[O:12])[CH:10]=2)[C:5]([OH:7])=[O:6])[CH2:21][CH2:22]1. The yield is 0.610. (3) The reactants are [OH:1][C:2]1[CH:7]=[CH:6][CH:5]=[CH:4][C:3]=1[C:8](=[O:10])[CH3:9].N1CCCC1.[C:16]([C:20]1[CH:34]=[CH:33][C:23]([C:24]([N:26]2[CH2:31][CH2:30][C:29](=O)[CH2:28][CH2:27]2)=[O:25])=[CH:22][C:21]=1[O:35][CH3:36])([CH3:19])([CH3:18])[CH3:17]. The catalyst is CO. The product is [C:16]([C:20]1[CH:34]=[CH:33][C:23]([C:24]([N:26]2[CH2:31][CH2:30][C:29]3([CH2:9][C:8](=[O:10])[C:3]4[C:2](=[CH:7][CH:6]=[CH:5][CH:4]=4)[O:1]3)[CH2:28][CH2:27]2)=[O:25])=[CH:22][C:21]=1[O:35][CH3:36])([CH3:19])([CH3:17])[CH3:18]. The yield is 0.940. (4) The reactants are Cl.[NH2:2][CH2:3][CH:4]([C:10]1[CH:15]=[CH:14][CH:13]=[CH:12][CH:11]=1)[CH2:5][C:6]([O:8]C)=O.[F:16][C:17]([F:30])([F:29])[C:18]1[N:22]2[N:23]=[CH:24][C:25]([CH:27]=O)=[CH:26][C:21]2=[N:20][N:19]=1.C(N(CC)CC)C.ClCCl. The catalyst is ClC(Cl)C.COCCOC. The product is [C:10]1([CH:4]2[CH2:3][N:2]([CH2:27][C:25]3[CH:24]=[N:23][N:22]4[C:18]([C:17]([F:30])([F:16])[F:29])=[N:19][N:20]=[C:21]4[CH:26]=3)[C:6](=[O:8])[CH2:5]2)[CH:15]=[CH:14][CH:13]=[CH:12][CH:11]=1. The yield is 0.360. (5) The reactants are [O:1]1[CH2:6][CH2:5][N:4]([C:7]2[CH:16]=[N:15][CH:14]=[C:13]3[C:8]=2[CH:9]=[C:10]([C:17]([OH:19])=O)[CH:11]=[N:12]3)[CH2:3][CH2:2]1.C(N1C=CN=C1)([N:22]1C=CN=C1)=O.[OH-].[NH4+]. The catalyst is ClCCl. The product is [O:1]1[CH2:6][CH2:5][N:4]([C:7]2[CH:16]=[N:15][CH:14]=[C:13]3[C:8]=2[CH:9]=[C:10]([C:17]([NH2:22])=[O:19])[CH:11]=[N:12]3)[CH2:3][CH2:2]1. The yield is 0.0400. (6) The product is [OH:3][CH2:4][CH2:5][CH:6]1[S:10][C:9]([C:11]2[NH:12][C:13]3[C:18]([CH:19]=2)=[CH:17][C:16]([O:20][C:21]([F:23])([F:22])[F:24])=[CH:15][C:14]=3[N:25]([CH3:34])[S:26]([C:29]2[S:30][CH:31]=[CH:32][CH:33]=2)(=[O:28])=[O:27])=[N:8][CH2:7]1. The yield is 0.340. The catalyst is O. The reactants are C([O:3][C:4](=O)[CH2:5][CH:6]1[S:10][C:9]([C:11]2[NH:12][C:13]3[C:18]([CH:19]=2)=[CH:17][C:16]([O:20][C:21]([F:24])([F:23])[F:22])=[CH:15][C:14]=3[N:25]([CH3:34])[S:26]([C:29]2[S:30][CH:31]=[CH:32][CH:33]=2)(=[O:28])=[O:27])=[N:8][CH2:7]1)C.O1CCCC1.CO.[BH4-].[Li+]. (7) The reactants are [CH2:1]([O:8][C:9]1[C:18]([Br:19])=[CH:17][CH:16]=[C:15]2[C:10]=1[C:11]([C:21]([F:24])([F:23])[F:22])=[CH:12][C:13](=[O:20])[NH:14]2)[C:2]1[CH:7]=[CH:6][CH:5]=[CH:4][CH:3]=1.[F-].[Cs+].[CH:27](I)([CH3:29])[CH3:28]. The catalyst is CN(C=O)C. The product is [CH2:1]([O:8][C:9]1[C:18]([Br:19])=[CH:17][CH:16]=[C:15]2[C:10]=1[C:11]([C:21]([F:24])([F:22])[F:23])=[CH:12][C:13]([O:20][CH:27]([CH3:29])[CH3:28])=[N:14]2)[C:2]1[CH:7]=[CH:6][CH:5]=[CH:4][CH:3]=1. The yield is 1.00.